Dataset: Catalyst prediction with 721,799 reactions and 888 catalyst types from USPTO. Task: Predict which catalyst facilitates the given reaction. (1) Reactant: [C:1](OC(=O)C)(=[O:3])[CH3:2].[NH2:8][CH2:9][C@H:10]1[O:14][C:13](=[O:15])[N:12]([C:16]2[CH:17]=[C:18]3[C:22](=[C:23]([F:25])[CH:24]=2)[N:21]([CH3:26])[C:20](=[O:27])[CH2:19]3)[CH2:11]1.C(N(CC)C(C)C)(C)C. Product: [F:25][C:23]1[CH:24]=[C:16]([N:12]2[CH2:11][C@H:10]([CH2:9][NH:8][C:1](=[O:3])[CH3:2])[O:14][C:13]2=[O:15])[CH:17]=[C:18]2[C:22]=1[N:21]([CH3:26])[C:20](=[O:27])[CH2:19]2. The catalyst class is: 4. (2) Reactant: [C:1]1([C:7]2[CH:8]=[C:9]3[C:14](=[N:15][C:16]=2[C:17]2[CH:22]=[CH:21][CH:20]=[CH:19][CH:18]=2)[N+:13]([O-])=[CH:12][CH:11]=[CH:10]3)[CH:6]=[CH:5][CH:4]=[CH:3][CH:2]=1.[C:24]1(C2C(C3C=CC=CC=3)=CC3C(=NC=CC=3)[N+]=2[O-])C=CC=CC=1.C[Mg]Cl. Product: [CH3:24][C:12]1[N:13]=[C:14]2[C:9]([CH:8]=[C:7]([C:1]3[CH:6]=[CH:5][CH:4]=[CH:3][CH:2]=3)[C:16]([C:17]3[CH:22]=[CH:21][CH:20]=[CH:19][CH:18]=3)=[N:15]2)=[CH:10][CH:11]=1. The catalyst class is: 1.